From a dataset of Catalyst prediction with 721,799 reactions and 888 catalyst types from USPTO. Predict which catalyst facilitates the given reaction. (1) Reactant: [C:1]([C:3]1[C:4]([S:20][CH:21]([C:26]2[CH:31]=[CH:30][CH:29]=[CH:28][CH:27]=2)[C:22]([O:24]C)=[O:23])=[N:5][C:6]2[CH2:7][CH2:8][CH2:9][CH2:10][C:11]=2[C:12]=1[C:13]1[CH:18]=[CH:17][C:16]([Cl:19])=[CH:15][CH:14]=1)#[N:2]. Product: [Cl:19][C:16]1[CH:17]=[CH:18][C:13]([C:12]2[C:11]3[CH2:10][CH2:9][CH2:8][CH2:7][C:6]=3[N:5]=[C:4]([S:20][CH:21]([C:26]3[CH:27]=[CH:28][CH:29]=[CH:30][CH:31]=3)[C:22]([OH:24])=[O:23])[C:3]=2[C:1]#[N:2])=[CH:14][CH:15]=1. The catalyst class is: 702. (2) Reactant: [NH2:1][C:2]1[CH:3]=[C:4]([C:8]2[C:16]([C:17]3[CH:22]=[CH:21][N:20]=[C:19]([NH:23][C:24]4[CH:33]=[CH:32][C:27]5[O:28][CH2:29][CH2:30][O:31][C:26]=5[CH:25]=4)[N:18]=3)=[C:11]3[CH:12]=[CH:13][CH:14]=[CH:15][N:10]3[N:9]=2)[CH:5]=[CH:6][CH:7]=1.[CH3:34][N:35]1[CH:39]=[CH:38][CH:37]=[C:36]1[C:40](Cl)=[O:41]. Product: [O:28]1[C:27]2[CH:32]=[CH:33][C:24]([NH:23][C:19]3[N:18]=[C:17]([C:16]4[C:8]([C:4]5[CH:3]=[C:2]([NH:1][C:40]([C:36]6[N:35]([CH3:34])[CH:39]=[CH:38][CH:37]=6)=[O:41])[CH:7]=[CH:6][CH:5]=5)=[N:9][N:10]5[CH:15]=[CH:14][CH:13]=[CH:12][C:11]=45)[CH:22]=[CH:21][N:20]=3)=[CH:25][C:26]=2[O:31][CH2:30][CH2:29]1. The catalyst class is: 76. (3) Reactant: C([Li])CCC.C(N(C(C)C)CC)(C)C.[Cl:15][C:16]1[N:21]=[C:20]([CH3:22])[CH:19]=[CH:18][N:17]=1.[CH2:23]([O:30][C:31]1[CH:32]=[C:33]([CH:40]=[CH:41][CH:42]=1)[C:34](N(OC)C)=[O:35])[C:24]1[CH:29]=[CH:28][CH:27]=[CH:26][CH:25]=1. Product: [CH2:23]([O:30][C:31]1[CH:32]=[C:33]([C:34](=[O:35])[CH2:22][C:20]2[CH:19]=[CH:18][N:17]=[C:16]([Cl:15])[N:21]=2)[CH:40]=[CH:41][CH:42]=1)[C:24]1[CH:25]=[CH:26][CH:27]=[CH:28][CH:29]=1.[CH2:23]([O:30][C:31]1[CH:32]=[C:33]([CH:34]([OH:35])[CH2:22][C:20]2[CH:19]=[CH:18][N:17]=[C:16]([Cl:15])[N:21]=2)[CH:40]=[CH:41][CH:42]=1)[C:24]1[CH:25]=[CH:26][CH:27]=[CH:28][CH:29]=1. The catalyst class is: 81. (4) Reactant: [CH3:1][O:2][C:3](=[O:47])[CH:4]([NH:24][C:25](=[O:46])[CH2:26][CH2:27][C:28]1[CH:33]=[CH:32][C:31]([O:34][C:35](=[O:45])[CH2:36][O:37]CC2C=CC=CC=2)=[CH:30][CH:29]=1)[CH2:5][C:6]1[CH:11]=[CH:10][C:9]([O:12][C:13](=[O:23])[CH2:14][O:15]CC2C=CC=CC=2)=[CH:8][CH:7]=1. Product: [CH3:1][O:2][C:3](=[O:47])[CH:4]([NH:24][C:25](=[O:46])[CH2:26][CH2:27][C:28]1[CH:29]=[CH:30][C:31]([O:34][C:35](=[O:45])[CH2:36][OH:37])=[CH:32][CH:33]=1)[CH2:5][C:6]1[CH:7]=[CH:8][C:9]([O:12][C:13](=[O:23])[CH2:14][OH:15])=[CH:10][CH:11]=1. The catalyst class is: 78. (5) Reactant: [F:1][C:2]([F:22])([F:21])[O:3][C:4]1[CH:9]=[CH:8][C:7]([C:10]2[CH:11]=[C:12]([C:16]([O:18][CH2:19][CH3:20])=[O:17])[CH:13]=[N:14][CH:15]=2)=[CH:6][CH:5]=1.[H][H]. Product: [F:22][C:2]([F:1])([F:21])[O:3][C:4]1[CH:9]=[CH:8][C:7]([CH:10]2[CH2:15][NH:14][CH2:13][CH:12]([C:16]([O:18][CH2:19][CH3:20])=[O:17])[CH2:11]2)=[CH:6][CH:5]=1. The catalyst class is: 29.